Dataset: Forward reaction prediction with 1.9M reactions from USPTO patents (1976-2016). Task: Predict the product of the given reaction. (1) Given the reactants [Cl:1][C:2]1[CH:22]=[CH:21][C:5]([CH2:6][NH:7][C:8]([C:10]2[C:11]([OH:20])=[C:12]3[CH:18]=[C:17](I)[S:16][C:13]3=[N:14][CH:15]=2)=[O:9])=[CH:4][CH:3]=1.[CH3:23][O:24][CH2:25][C:26]#[CH:27], predict the reaction product. The product is: [Cl:1][C:2]1[CH:22]=[CH:21][C:5]([CH2:6][NH:7][C:8]([C:10]2[C:11]([OH:20])=[C:12]3[CH:18]=[C:17]([C:27]#[C:26][CH2:25][O:24][CH3:23])[S:16][C:13]3=[N:14][CH:15]=2)=[O:9])=[CH:4][CH:3]=1. (2) Given the reactants [F:1][C:2]1[CH:3]=[C:4]([CH:13]([CH3:17])[C:14]([OH:16])=O)[CH:5]=[CH:6][C:7]=1[CH2:8][O:9][CH2:10][CH2:11][OH:12].CCN(C(C)C)C(C)C.CN(C(ON1N=NC2C=CC=CC1=2)=[N+](C)C)C.[B-](F)(F)(F)F.C1C=CC2N(O)N=NC=2C=1.[C:59]([C:63]1[CH:67]=[C:66]([CH2:68][NH2:69])[N:65]([C:70]2[CH:75]=[CH:74][CH:73]=[C:72]([Cl:76])[CH:71]=2)[N:64]=1)([CH3:62])([CH3:61])[CH3:60], predict the reaction product. The product is: [C:59]([C:63]1[CH:67]=[C:66]([CH2:68][NH:69][C:14](=[O:16])[CH:13]([C:4]2[CH:5]=[CH:6][C:7]([CH2:8][O:9][CH2:10][CH2:11][OH:12])=[C:2]([F:1])[CH:3]=2)[CH3:17])[N:65]([C:70]2[CH:75]=[CH:74][CH:73]=[C:72]([Cl:76])[CH:71]=2)[N:64]=1)([CH3:62])([CH3:60])[CH3:61].